From a dataset of Reaction yield outcomes from USPTO patents with 853,638 reactions. Predict the reaction yield, written as a fraction of the theoretical maximum amount of product (1.0 means a 100% yield; for example, 0.34 means a 34% yield). The reactants are [CH3:1][O:2][CH2:3][CH:4]1[CH2:8][CH2:7][CH2:6][NH:5]1.CCN(C(C)C)C(C)C.[C:18]([C:20]1[CH:21]=[C:22]([CH3:27])[C:23](F)=[N:24][CH:25]=1)#[N:19]. The catalyst is C(O)CCC.C(OCC)(=O)C. The product is [CH3:1][O:2][CH2:3][CH:4]1[CH2:8][CH2:7][CH2:6][N:5]1[C:23]1[C:22]([CH3:27])=[CH:21][C:20]([C:18]#[N:19])=[CH:25][N:24]=1. The yield is 0.870.